From a dataset of Reaction yield outcomes from USPTO patents with 853,638 reactions. Predict the reaction yield, written as a fraction of the theoretical maximum amount of product (1.0 means a 100% yield; for example, 0.34 means a 34% yield). The reactants are [CH3:1][O:2][C:3]1[C:4]([O:31]COC)=[C:5]([C:9]([C:11]2[CH:16]=[CH:15][C:14]([O:17][CH2:18][C:19]3[N:20]=[C:21]([C:25]4[CH:30]=[CH:29][CH:28]=[CH:27][CH:26]=4)[O:22][C:23]=3[CH3:24])=[CH:13][CH:12]=2)=[O:10])[CH:6]=[CH:7][CH:8]=1.Cl. The catalyst is CC(C)=O. The product is [OH:31][C:4]1[C:3]([O:2][CH3:1])=[CH:8][CH:7]=[CH:6][C:5]=1[C:9]([C:11]1[CH:12]=[CH:13][C:14]([O:17][CH2:18][C:19]2[N:20]=[C:21]([C:25]3[CH:30]=[CH:29][CH:28]=[CH:27][CH:26]=3)[O:22][C:23]=2[CH3:24])=[CH:15][CH:16]=1)=[O:10]. The yield is 0.830.